This data is from Reaction yield outcomes from USPTO patents with 853,638 reactions. The task is: Predict the reaction yield, written as a fraction of the theoretical maximum amount of product (1.0 means a 100% yield; for example, 0.34 means a 34% yield). (1) The reactants are [Cl:1][C:2]1[N:7]=[CH:6][NH:5][C:4]2=[N:8][CH:9]=[CH:10][C:3]=12.[B-](F)(F)(F)[F:12].[B-](F)(F)(F)F.C1[N+]2(CCl)CC[N+](F)(CC2)C1.C(#N)C. The catalyst is C(O)(=O)C. The product is [Cl:1][C:2]1[C:3]2[C:10]([F:12])=[CH:9][NH:8][C:4]=2[N:5]=[CH:6][N:7]=1. The yield is 0.580. (2) The reactants are [OH:1][CH:2]1[C:11]2[CH2:10][S:9][N:8]=[C:7]([N:12]([C:20]([O:22][C:23]([CH3:26])([CH3:25])[CH3:24])=[O:21])[C:13]([O:15][C:16]([CH3:19])([CH3:18])[CH3:17])=[O:14])[C:6]3=[N:27][N:28]([CH2:30][C:31]4[C:36]([CH3:37])=[C:35]([O:38][CH3:39])[C:34]([CH3:40])=[CH:33][N:32]=4)[N:29]=[C:4]([C:5]=23)[CH2:3]1.CS(C)=O.[C:45](OC(=O)C)(=[O:47])[CH3:46]. The product is [C:45]([O:1][C:2]1[C:11]2[CH2:10][S:9][N:8]=[C:7]([N:12]([C:13]([O:15][C:16]([CH3:19])([CH3:18])[CH3:17])=[O:14])[C:20]([O:22][C:23]([CH3:26])([CH3:25])[CH3:24])=[O:21])[C:6]3=[N:27][N:28]([CH2:30][C:31]4[C:36]([CH3:37])=[C:35]([O:38][CH3:39])[C:34]([CH3:40])=[CH:33][N:32]=4)[N:29]=[C:4]([C:5]=23)[CH:3]=1)(=[O:47])[CH3:46]. The catalyst is C(OCC)(=O)C. The yield is 0.610.